From a dataset of Full USPTO retrosynthesis dataset with 1.9M reactions from patents (1976-2016). Predict the reactants needed to synthesize the given product. (1) Given the product [CH2:26]([N:33]1[CH2:38][CH2:37][C:36]2([C:24]3[CH:25]=[C:17]([Cl:16])[N:18]=[CH:19][C:20]=3[C:21](=[O:23])[O:22]2)[CH2:35][CH2:34]1)[C:27]1[CH:32]=[CH:31][CH:30]=[CH:29][CH:28]=1, predict the reactants needed to synthesize it. The reactants are: C([Li])CCC.CC1(C)CNCC(C)(C)N1.[Cl:16][C:17]1[CH:25]=[CH:24][C:20]([C:21]([OH:23])=[O:22])=[CH:19][N:18]=1.[CH2:26]([N:33]1[CH2:38][CH2:37][C:36](=O)[CH2:35][CH2:34]1)[C:27]1[CH:32]=[CH:31][CH:30]=[CH:29][CH:28]=1. (2) Given the product [CH:33]1([C:36]([NH:38][C:2]2[CH:7]=[C:6]([O:8][C:9]3[C:14]([F:15])=[CH:13][C:12]([NH:16][C:17]([C:19]4([C:22]([NH:24][C:25]5[CH:26]=[CH:27][C:28]([F:31])=[CH:29][CH:30]=5)=[O:23])[CH2:21][CH2:20]4)=[O:18])=[C:11]([F:32])[CH:10]=3)[CH:5]=[CH:4][N:3]=2)=[O:37])[CH2:35][CH2:34]1, predict the reactants needed to synthesize it. The reactants are: Cl[C:2]1[CH:7]=[C:6]([O:8][C:9]2[C:14]([F:15])=[CH:13][C:12]([NH:16][C:17]([C:19]3([C:22]([NH:24][C:25]4[CH:30]=[CH:29][C:28]([F:31])=[CH:27][CH:26]=4)=[O:23])[CH2:21][CH2:20]3)=[O:18])=[C:11]([F:32])[CH:10]=2)[CH:5]=[CH:4][N:3]=1.[CH:33]1([C:36]([NH2:38])=[O:37])[CH2:35][CH2:34]1.C(=O)([O-])[O-].[Cs+].[Cs+]. (3) Given the product [CH3:25][C:22]1([CH3:26])[C:23](=[O:24])[N:19]([C:16]2[CH:15]=[CH:14][C:13]([O:11][C:10]3[CH:9]=[CH:8][C:5]([C:6]#[N:7])=[CH:4][C:3]=3[CH2:1][CH3:2])=[N:18][CH:17]=2)[C:20](=[O:27])[NH:21]1, predict the reactants needed to synthesize it. The reactants are: [CH2:1]([C:3]1[CH:4]=[C:5]([CH:8]=[CH:9][C:10]=1[OH:11])[C:6]#[N:7])[CH3:2].F[C:13]1[N:18]=[CH:17][C:16]([N:19]2[C:23](=[O:24])[C:22]([CH3:26])([CH3:25])[NH:21][C:20]2=[O:27])=[CH:15][CH:14]=1.C(=O)([O-])[O-].[K+].[K+].C(OCC)C. (4) Given the product [O:1]=[C:2]([CH2:14][O:15][C:16]1[CH:21]=[CH:20][CH:19]=[CH:18][CH:17]=1)[CH2:3][O:4][C:5]1[CH:6]=[CH:7][C:8]([CH2:11][C:12]#[N:13])=[CH:9][CH:10]=1, predict the reactants needed to synthesize it. The reactants are: [OH:1][CH:2]([CH2:14][O:15][C:16]1[CH:21]=[CH:20][CH:19]=[CH:18][CH:17]=1)[CH2:3][O:4][C:5]1[CH:10]=[CH:9][C:8]([CH2:11][C:12]#[N:13])=[CH:7][CH:6]=1.CC(OI1(OC(C)=O)(OC(C)=O)OC(=O)C2C=CC=CC1=2)=O. (5) Given the product [CH2:24]([C:28]1[CH:33]=[CH:32][C:31]([C:2]2[C:7]([O:8][C:9]3[C:18]4[C:13](=[CH:14][C:15]([O:21][CH3:22])=[C:16]([O:19][CH3:20])[CH:17]=4)[N:12]=[CH:11][CH:10]=3)=[CH:6][CH:5]=[C:4]([CH3:23])[N:3]=2)=[CH:30][CH:29]=1)[CH2:25][CH2:26][CH3:27], predict the reactants needed to synthesize it. The reactants are: I[C:2]1[C:7]([O:8][C:9]2[C:18]3[C:13](=[CH:14][C:15]([O:21][CH3:22])=[C:16]([O:19][CH3:20])[CH:17]=3)[N:12]=[CH:11][CH:10]=2)=[CH:6][CH:5]=[C:4]([CH3:23])[N:3]=1.[CH2:24]([C:28]1[CH:33]=[CH:32][C:31](B(O)O)=[CH:30][CH:29]=1)[CH2:25][CH2:26][CH3:27].C(=O)([O-])O.[Na+]. (6) Given the product [F:33][C:34]1[CH:39]=[C:38]([S:40]([CH3:43])(=[O:42])=[O:41])[CH:37]=[CH:36][C:35]=1[NH:44][C@H:45]1[CH2:49][CH2:48][N:47]([CH:50]2[CH2:51][CH2:52][N:53]([C:56]3[N:59]=[C:4]([CH2:3][C:2]([F:8])([F:7])[F:1])[O:5][N:57]=3)[CH2:54][CH2:55]2)[C:46]1=[O:60], predict the reactants needed to synthesize it. The reactants are: [F:1][C:2]([F:8])([F:7])[CH2:3][C:4](O)=[O:5].C(N(C(C)C)CC)(C)C.CN(C(F)=[N+](C)C)C.F[P-](F)(F)(F)(F)F.[F:33][C:34]1[CH:39]=[C:38]([S:40]([CH3:43])(=[O:42])=[O:41])[CH:37]=[CH:36][C:35]=1[NH:44][C@H:45]1[CH2:49][CH2:48][N:47]([CH:50]2[CH2:55][CH2:54][N:53]([C:56](=[NH:59])[NH:57]O)[CH2:52][CH2:51]2)[C:46]1=[O:60]. (7) Given the product [C:28]([C:23]1[C:22]([N:20]2[CH2:19][CH2:18][N:17]3[C@@H:12]([C:11]([Cl:1])=[N:10][OH:9])[CH2:13][CH2:14][CH2:15][C@H:16]3[CH2:21]2)=[N:27][CH:26]=[CH:25][N:24]=1)#[N:29], predict the reactants needed to synthesize it. The reactants are: [Cl:1]N1C(=O)CCC1=O.[OH:9]/[N:10]=[CH:11]/[C@@H:12]1[N:17]2[CH2:18][CH2:19][N:20]([C:22]3[C:23]([C:28]#[N:29])=[N:24][CH:25]=[CH:26][N:27]=3)[CH2:21][C@@H:16]2[CH2:15][CH2:14][CH2:13]1. (8) The reactants are: [CH3:1][N:2]1[CH:10]=[C:9]2[C:4]([CH:5]=[C:6]([C:11]3[C:12]4[C:19]([C:20]([O:22]CC)=[O:21])=[CH:18][N:17]([CH2:25][O:26][CH2:27][CH2:28][Si:29]([CH3:32])([CH3:31])[CH3:30])[C:13]=4[N:14]=[CH:15][N:16]=3)[CH:7]=[CH:8]2)=[N:3]1.[Li+].[OH-].CC(O)=O. Given the product [CH3:1][N:2]1[CH:10]=[C:9]2[C:4]([CH:5]=[C:6]([C:11]3[C:12]4[C:19]([C:20]([OH:22])=[O:21])=[CH:18][N:17]([CH2:25][O:26][CH2:27][CH2:28][Si:29]([CH3:32])([CH3:31])[CH3:30])[C:13]=4[N:14]=[CH:15][N:16]=3)[CH:7]=[CH:8]2)=[N:3]1, predict the reactants needed to synthesize it. (9) Given the product [CH:1]1([CH2:7][C:8]2[N:9]=[N:10][N:11]([C@@H:13]3[C@H:17]4[O:18][CH2:19][C@H:20]([NH:21][C:26](=[O:27])[C:25]5[CH:29]=[CH:30][CH:31]=[C:23]([OH:22])[CH:24]=5)[C@H:16]4[O:15][CH2:14]3)[CH:12]=2)[CH2:2][CH2:3][CH2:4][CH2:5][CH2:6]1, predict the reactants needed to synthesize it. The reactants are: [CH:1]1([CH2:7][C:8]2[N:9]=[N:10][N:11]([C@@H:13]3[C@H:17]4[O:18][CH2:19][C@H:20]([NH2:21])[C@H:16]4[O:15][CH2:14]3)[CH:12]=2)[CH2:6][CH2:5][CH2:4][CH2:3][CH2:2]1.[OH:22][C:23]1[CH:24]=[C:25]([CH:29]=[CH:30][CH:31]=1)[C:26](O)=[O:27].